From a dataset of Reaction yield outcomes from USPTO patents with 853,638 reactions. Predict the reaction yield, written as a fraction of the theoretical maximum amount of product (1.0 means a 100% yield; for example, 0.34 means a 34% yield). (1) The reactants are [Cl:1][CH2:2][C:3]([NH2:5])=[O:4].[N:6]1[CH:11]=[CH:10][CH:9]=[CH:8][CH:7]=1. The catalyst is C(#N)C. The product is [Cl-:1].[NH2:5][C:3](=[O:4])[CH2:2][N+:6]1[CH:11]=[CH:10][CH:9]=[CH:8][CH:7]=1. The yield is 0.870. (2) The reactants are [CH3:1][O:2][C:3]1[CH:4]=[C:5]([CH:15]=O)[C:6]2[C:11]([C:12]=1[O:13][CH3:14])=[CH:10][CH:9]=[CH:8][CH:7]=2.[CH2:17]([NH2:21])[CH2:18][CH2:19][CH3:20]. The catalyst is CCO.O=[Pt]=O. The product is [CH2:17]([NH:21][CH2:15][C:5]1[C:6]2[C:11](=[CH:10][CH:9]=[CH:8][CH:7]=2)[C:12]([O:13][CH3:14])=[C:3]([O:2][CH3:1])[CH:4]=1)[CH2:18][CH2:19][CH3:20]. The yield is 0.870. (3) The reactants are [CH:1]([NH:4][CH2:5][C@@H:6]1[C@H:10]2[O:11][C:12]([CH3:15])([CH3:14])[O:13][C@H:9]2[C@H:8]([N:16]2[CH:24]=[N:23][C:22]3[C:17]2=[N:18][CH:19]=[N:20][C:21]=3[NH2:25])[O:7]1)([CH3:3])[CH3:2].[C:26]([C:30]1[CH:43]=[CH:42][C:33]2[N:34]3[CH:40](O)[CH2:39][CH2:38][CH2:37][C:35]3=[N:36][C:32]=2[CH:31]=1)([CH3:29])([CH3:28])[CH3:27].[BH-](OC(C)=O)(OC(C)=O)OC(C)=O.[Na+].C([O-])(O)=O.[Na+]. The catalyst is ClCCCl. The product is [C:26]([C:30]1[CH:43]=[CH:42][C:33]2[NH:34][C:35]([CH2:37][CH2:38][CH2:39][CH2:40][N:4]([CH2:5][C@@H:6]3[C@H:10]4[O:11][C:12]([CH3:15])([CH3:14])[O:13][C@H:9]4[C@H:8]([N:16]4[CH:24]=[N:23][C:22]5[C:17]4=[N:18][CH:19]=[N:20][C:21]=5[NH2:25])[O:7]3)[CH:1]([CH3:3])[CH3:2])=[N:36][C:32]=2[CH:31]=1)([CH3:28])([CH3:27])[CH3:29]. The yield is 0.150. (4) The reactants are [Cl:1][C:2]1[CH:39]=[CH:38][C:5]([O:6][C:7]2[CH:12]=[CH:11][C:10]([NH:13][C:14]3[O:18][C:17]([C:19]([NH:21][C:22]4[CH:23]=[CH:24][C:25]([N:28]5[CH2:33][CH2:32][CH:31]([C:34]([O:36]C)=[O:35])[CH2:30][CH2:29]5)=[N:26][CH:27]=4)=[O:20])=[N:16][N:15]=3)=[CH:9][CH:8]=2)=[CH:4][CH:3]=1.[OH-].[Na+]. The catalyst is CO. The product is [Cl:1][C:2]1[CH:39]=[CH:38][C:5]([O:6][C:7]2[CH:8]=[CH:9][C:10]([NH:13][C:14]3[O:18][C:17]([C:19]([NH:21][C:22]4[CH:23]=[CH:24][C:25]([N:28]5[CH2:33][CH2:32][CH:31]([C:34]([OH:36])=[O:35])[CH2:30][CH2:29]5)=[N:26][CH:27]=4)=[O:20])=[N:16][N:15]=3)=[CH:11][CH:12]=2)=[CH:4][CH:3]=1. The yield is 0.860. (5) The reactants are [Cl:1][C:2]1[CH:7]=[C:6](Cl)[CH:5]=[C:4]([Cl:9])[N:3]=1.[O:10]1[CH2:13][CH:12]([OH:14])[CH2:11]1. No catalyst specified. The product is [Cl:1][C:2]1[CH:7]=[C:6]([O:14][CH:12]2[CH2:13][O:10][CH2:11]2)[CH:5]=[C:4]([Cl:9])[N:3]=1. The yield is 0.250. (6) The reactants are [C:1]([O:5][C:6]([NH:8][C@H:9]([C:35](=[O:59])[NH:36][C@H:37]([CH2:48][C:49]1[CH:54]=[CH:53][C:52]([C:55]([F:58])([F:57])[F:56])=[CH:51][CH:50]=1)[C:38]([O:40]CC1C=CC=CC=1)=[O:39])[CH2:10][CH2:11][C:12](=[O:34])[N:13]([CH2:24][CH2:25][NH:26][C:27]([O:29][C:30]([CH3:33])([CH3:32])[CH3:31])=[O:28])[CH2:14][CH2:15][NH:16][C:17](=[O:23])[O:18][C:19]([CH3:22])([CH3:21])[CH3:20])=[O:7])([CH3:4])([CH3:3])[CH3:2]. The catalyst is CCO.O.[Pd]. The product is [C:1]([O:5][C:6]([NH:8][C@H:9]([C:35](=[O:59])[NH:36][C@H:37]([CH2:48][C:49]1[CH:54]=[CH:53][C:52]([C:55]([F:57])([F:58])[F:56])=[CH:51][CH:50]=1)[C:38]([OH:40])=[O:39])[CH2:10][CH2:11][C:12](=[O:34])[N:13]([CH2:24][CH2:25][NH:26][C:27]([O:29][C:30]([CH3:33])([CH3:32])[CH3:31])=[O:28])[CH2:14][CH2:15][NH:16][C:17](=[O:23])[O:18][C:19]([CH3:22])([CH3:21])[CH3:20])=[O:7])([CH3:2])([CH3:3])[CH3:4]. The yield is 0.990.